This data is from Reaction yield outcomes from USPTO patents with 853,638 reactions. The task is: Predict the reaction yield, written as a fraction of the theoretical maximum amount of product (1.0 means a 100% yield; for example, 0.34 means a 34% yield). (1) The reactants are C([O:8][C:9]1[CH:31]=[CH:30][C:29]([C:32]2[N:33]=[C:34]([CH3:37])[S:35][CH:36]=2)=[CH:28][C:10]=1[C:11]([NH:13][C:14]1[CH:19]=[C:18]([C:20]([F:23])([F:22])[F:21])[CH:17]=[C:16]([C:24]([F:27])([F:26])[F:25])[CH:15]=1)=[O:12])C1C=CC=CC=1. The catalyst is C(O)C.[Pd]. The product is [F:27][C:24]([F:25])([F:26])[C:16]1[CH:15]=[C:14]([NH:13][C:11](=[O:12])[C:10]2[CH:28]=[C:29]([C:32]3[N:33]=[C:34]([CH3:37])[S:35][CH:36]=3)[CH:30]=[CH:31][C:9]=2[OH:8])[CH:19]=[C:18]([C:20]([F:21])([F:22])[F:23])[CH:17]=1. The yield is 0.792. (2) The reactants are [C:1]([C@H:5]1[CH2:10][CH2:9][C@H:8]([O:11][C:12]2[C:13]([CH:29]3C[CH2:30]3)=[C:14]3[C:19](=[CH:20][CH:21]=2)[CH:18]=[C:17]([C@:22]2([CH3:28])[CH2:26][O:25][C:24](=[O:27])[NH:23]2)[CH:16]=[CH:15]3)[CH2:7][CH2:6]1)([CH3:4])([CH3:3])[CH3:2].C([B-](F)(F)F)=C.[K+]. No catalyst specified. The product is [C:1]([C@H:5]1[CH2:6][CH2:7][C@H:8]([O:11][C:12]2[C:13]([CH:29]=[CH2:30])=[C:14]3[C:19](=[CH:20][CH:21]=2)[CH:18]=[C:17]([C@:22]2([CH3:28])[CH2:26][O:25][C:24](=[O:27])[NH:23]2)[CH:16]=[CH:15]3)[CH2:9][CH2:10]1)([CH3:4])([CH3:2])[CH3:3]. The yield is 0.480. (3) The reactants are [CH2:1]([O:8][C@@:9]1([C:36]([F:39])([F:38])[F:37])[CH2:33][C@H:13]2[CH2:14][CH2:15][CH2:16][C:17]3[C:18](=[CH:19][C:20]4[CH:21]=[N:22][N:23]([C:26]5[CH:31]=[CH:30][C:29]([F:32])=[CH:28][CH:27]=5)[C:24]=4[CH:25]=3)[C@:12]2([CH2:34][NH2:35])[CH2:11][CH2:10]1)[C:2]1[CH:7]=[CH:6][CH:5]=[CH:4][CH:3]=1.Cl[CH2:41][CH2:42][CH2:43][S:44](Cl)(=[O:46])=[O:45].[H-].[Na+]. The catalyst is C(Cl)Cl.CN(C=O)C. The product is [CH2:1]([O:8][C@@:9]1([C:36]([F:38])([F:39])[F:37])[CH2:33][C@H:13]2[CH2:14][CH2:15][CH2:16][C:17]3[C:18](=[CH:19][C:20]4[CH:21]=[N:22][N:23]([C:26]5[CH:27]=[CH:28][C:29]([F:32])=[CH:30][CH:31]=5)[C:24]=4[CH:25]=3)[C@:12]2([CH2:34][N:35]2[CH2:41][CH2:42][CH2:43][S:44]2(=[O:46])=[O:45])[CH2:11][CH2:10]1)[C:2]1[CH:7]=[CH:6][CH:5]=[CH:4][CH:3]=1. The yield is 0.640. (4) The reactants are [CH3:1][O:2][C:3]([N:5]1[CH2:10][CH2:9][CH:8]([C:11]([OH:13])=[O:12])[CH2:7][CH:6]1[CH2:14][C:15]1[CH:20]=[CH:19][C:18]([C:21]([F:24])([F:23])[F:22])=[CH:17][CH:16]=1)=[O:4]. The catalyst is CC(OC)(C)C. The product is [CH3:1][O:2][C:3]([N:5]1[CH2:10][CH2:9][C@H:8]([C:11]([OH:13])=[O:12])[CH2:7][C@@H:6]1[CH2:14][C:15]1[CH:16]=[CH:17][C:18]([C:21]([F:24])([F:23])[F:22])=[CH:19][CH:20]=1)=[O:4]. The yield is 0.635. (5) The reactants are [CH:1]([NH:4][CH2:5][C@@H:6]1[C@H:10]2[O:11][C:12]([CH3:15])([CH3:14])[O:13][C@H:9]2[C@H:8]([N:16]2[CH:24]=[N:23][C:22]3[C:17]2=[N:18][CH:19]=[N:20][C:21]=3[NH2:25])[O:7]1)([CH3:3])[CH3:2].O=[CH:27][CH2:28][CH2:29][CH2:30][C:31]([O:33][CH2:34][CH3:35])=[O:32].[BH-](OC(C)=O)(OC(C)=O)OC(C)=O.[Na+].C([O-])(O)=O.[Na+]. The catalyst is ClCCCl. The product is [NH2:25][C:21]1[N:20]=[CH:19][N:18]=[C:17]2[C:22]=1[N:23]=[CH:24][N:16]2[C@H:8]1[C@@H:9]2[O:13][C:12]([CH3:15])([CH3:14])[O:11][C@@H:10]2[C@@H:6]([CH2:5][N:4]([CH:1]([CH3:3])[CH3:2])[CH2:27][CH2:28][CH2:29][CH2:30][C:31]([O:33][CH2:34][CH3:35])=[O:32])[O:7]1. The yield is 0.860.